Dataset: Forward reaction prediction with 1.9M reactions from USPTO patents (1976-2016). Task: Predict the product of the given reaction. (1) Given the reactants [F:1][C:2]1[CH:10]=[CH:9][C:8]([CH2:11][C:12]2[C:21]3[C:16](=[CH:17][CH:18]=[CH:19][C:20]=3[O:22][CH3:23])[C:15](=[O:24])[NH:14][N:13]=2)=[CH:7][C:3]=1[C:4](O)=[O:5].[CH3:25][O:26][CH:27]1[CH2:32][CH2:31][NH:30][CH2:29][CH2:28]1.C(N(C(C)C)C(C)C)C.CN(C(ON1N=NC2C=CC=CC1=2)=[N+](C)C)C.F[P-](F)(F)(F)(F)F, predict the reaction product. The product is: [F:1][C:2]1[CH:10]=[CH:9][C:8]([CH2:11][C:12]2[C:21]3[C:16](=[CH:17][CH:18]=[CH:19][C:20]=3[O:22][CH3:23])[C:15](=[O:24])[NH:14][N:13]=2)=[CH:7][C:3]=1[C:4]([N:30]1[CH2:31][CH2:32][CH:27]([O:26][CH3:25])[CH2:28][CH2:29]1)=[O:5]. (2) Given the reactants [CH2:1]([CH:9]([CH2:15][CH2:16][C:17]1[CH:22]=[CH:21][CH:20]=[CH:19][CH:18]=1)[C:10]([O:12]CC)=[O:11])[CH2:2][C:3]1[CH:8]=[CH:7][CH:6]=[CH:5][CH:4]=1.[OH-].[K+], predict the reaction product. The product is: [CH2:15]([CH:9]([CH2:1][CH2:2][C:3]1[CH:8]=[CH:7][CH:6]=[CH:5][CH:4]=1)[C:10]([OH:12])=[O:11])[CH2:16][C:17]1[CH:22]=[CH:21][CH:20]=[CH:19][CH:18]=1. (3) Given the reactants N#N.[CH3:3][C:4]([O:7][C:8]([NH:10][C@@H:11]([CH2:29][CH:30]([CH3:32])[CH3:31])[CH2:12][N:13]1[CH2:18][CH2:17][N:16](C(OCC2C=CC=CC=2)=O)[CH2:15][CH2:14]1)=[O:9])([CH3:6])[CH3:5], predict the reaction product. The product is: [CH3:31][CH:30]([CH3:32])[CH2:29][C@H:11]([NH:10][C:8](=[O:9])[O:7][C:4]([CH3:6])([CH3:5])[CH3:3])[CH2:12][N:13]1[CH2:14][CH2:15][NH:16][CH2:17][CH2:18]1.